From a dataset of NCI-60 drug combinations with 297,098 pairs across 59 cell lines. Regression. Given two drug SMILES strings and cell line genomic features, predict the synergy score measuring deviation from expected non-interaction effect. (1) Drug 1: CCCS(=O)(=O)NC1=C(C(=C(C=C1)F)C(=O)C2=CNC3=C2C=C(C=N3)C4=CC=C(C=C4)Cl)F. Drug 2: CC(C)CN1C=NC2=C1C3=CC=CC=C3N=C2N. Cell line: BT-549. Synergy scores: CSS=-4.42, Synergy_ZIP=1.84, Synergy_Bliss=-0.0549, Synergy_Loewe=-3.40, Synergy_HSA=-3.18. (2) Drug 1: C1=C(C(=O)NC(=O)N1)N(CCCl)CCCl. Drug 2: CC1=C(C(CCC1)(C)C)C=CC(=CC=CC(=CC(=O)O)C)C. Cell line: SF-268. Synergy scores: CSS=22.2, Synergy_ZIP=-1.10, Synergy_Bliss=-3.48, Synergy_Loewe=-10.7, Synergy_HSA=-8.54. (3) Drug 1: C1=CN(C(=O)N=C1N)C2C(C(C(O2)CO)O)O.Cl. Drug 2: C1C(C(OC1N2C=NC(=NC2=O)N)CO)O. Cell line: SNB-19. Synergy scores: CSS=46.7, Synergy_ZIP=9.53, Synergy_Bliss=9.39, Synergy_Loewe=9.34, Synergy_HSA=13.1. (4) Drug 1: CC1=C(C(CCC1)(C)C)C=CC(=CC=CC(=CC(=O)O)C)C. Drug 2: CCCCCOC(=O)NC1=NC(=O)N(C=C1F)C2C(C(C(O2)C)O)O. Cell line: SF-539. Synergy scores: CSS=14.1, Synergy_ZIP=-7.32, Synergy_Bliss=-7.29, Synergy_Loewe=-5.77, Synergy_HSA=-4.80. (5) Drug 1: CC1=C(C=C(C=C1)NC2=NC=CC(=N2)N(C)C3=CC4=NN(C(=C4C=C3)C)C)S(=O)(=O)N.Cl. Drug 2: CCC1(C2=C(COC1=O)C(=O)N3CC4=CC5=C(C=CC(=C5CN(C)C)O)N=C4C3=C2)O.Cl. Cell line: SK-OV-3. Synergy scores: CSS=10.3, Synergy_ZIP=-3.87, Synergy_Bliss=2.04, Synergy_Loewe=-18.3, Synergy_HSA=0.244. (6) Drug 2: C(CC(=O)O)C(=O)CN.Cl. Cell line: A549. Synergy scores: CSS=1.11, Synergy_ZIP=-1.59, Synergy_Bliss=-4.99, Synergy_Loewe=-8.04, Synergy_HSA=-7.34. Drug 1: C1=NC2=C(N=C(N=C2N1C3C(C(C(O3)CO)O)O)F)N.